Dataset: Catalyst prediction with 721,799 reactions and 888 catalyst types from USPTO. Task: Predict which catalyst facilitates the given reaction. (1) Reactant: [ClH:1].[F:2][C:3]1[CH:12]=[C:11]([F:13])[CH:10]=[C:9]2[C:4]=1[CH2:5][CH2:6][C@H:7]([NH2:14])[CH2:8]2.C(OC(=O)[NH:21][CH2:22][CH2:23][C:24](=O)[CH2:25]O[Si](C(C)(C)C)(C)C)(C)(C)C.[S-:36][C:37]#[N:38].[K+].O.C(O)(=O)C. Product: [ClH:1].[NH2:21][CH2:22][CH2:23][C:24]1[N:14]([C@H:7]2[CH2:6][CH2:5][C:4]3[C:9](=[CH:10][C:11]([F:13])=[CH:12][C:3]=3[F:2])[CH2:8]2)[C:37](=[S:36])[NH:38][CH:25]=1. The catalyst class is: 13. (2) Reactant: [CH3:1][C:2]([CH3:14])([S:4]([NH:6][C:7]1(/[C:10](=[N:12]/[OH:13])/[NH2:11])[CH2:9][CH2:8]1)=[O:5])[CH3:3].[CH2:15](OC(OCC)OCC)C. Product: [O:13]1[CH:15]=[N:11][C:10]([C:7]2([NH:6][S:4]([C:2]([CH3:14])([CH3:1])[CH3:3])=[O:5])[CH2:9][CH2:8]2)=[N:12]1. The catalyst class is: 52.